Dataset: Catalyst prediction with 721,799 reactions and 888 catalyst types from USPTO. Task: Predict which catalyst facilitates the given reaction. (1) Reactant: [CH3:1][O:2][C:3]1[CH:19]=[C:18]([O:20][CH3:21])[CH:17]=[CH:16][C:4]=1[CH2:5][NH:6][C:7]1[CH:14]=[CH:13][C:10]([C:11]#[N:12])=[CH:9][C:8]=1[NH2:15].C(=O)([O-])[O-].[K+].[K+].Cl[C:29]1[N:34]=[C:33]([S:35][C:36]#[N:37])[C:32]([N+:38]([O-:40])=[O:39])=[CH:31][N:30]=1. Product: [CH3:1][O:2][C:3]1[CH:19]=[C:18]([O:20][CH3:21])[CH:17]=[CH:16][C:4]=1[CH2:5][NH:6][C:7]1[CH:14]=[CH:13][C:10]([C:11]#[N:12])=[CH:9][C:8]=1[NH:15][C:29]1[N:34]=[C:33]([S:35][C:36]#[N:37])[C:32]([N+:38]([O-:40])=[O:39])=[CH:31][N:30]=1. The catalyst class is: 10. (2) The catalyst class is: 10. Reactant: [NH:1]1[CH2:6][CH2:5][O:4][CH2:3][CH2:2]1.FC(F)(F)S([O-])(=O)=O.[N:15]1([S:20](N2C=C[N+](C)=C2)(=[O:22])=[O:21])[CH:19]=[CH:18][N:17]=[CH:16]1. Product: [N:15]1([S:20]([N:1]2[CH2:6][CH2:5][O:4][CH2:3][CH2:2]2)(=[O:22])=[O:21])[CH:19]=[CH:18][N:17]=[CH:16]1.